Dataset: Reaction yield outcomes from USPTO patents with 853,638 reactions. Task: Predict the reaction yield, written as a fraction of the theoretical maximum amount of product (1.0 means a 100% yield; for example, 0.34 means a 34% yield). The yield is 0.700. The product is [CH3:14][C:8]1[CH:9]=[C:10]([OH:13])[CH:11]=[CH:12][C:7]=1[B:18]1[O:19][C:20]([CH3:22])([CH3:21])[C:16]([CH3:32])([CH3:15])[O:17]1. The catalyst is CN(C)C=O.C1C=CC([PH+]([C]2[CH][CH][CH][CH]2)C2C=CC=CC=2)=CC=1.C1C=CC([PH+]([C]2[CH][CH][CH][CH]2)C2C=CC=CC=2)=CC=1.C(Cl)Cl.Cl[Pd]Cl.[Fe]. The reactants are C([O-])(=O)C.[K+].Br[C:7]1[CH:12]=[CH:11][C:10]([OH:13])=[CH:9][C:8]=1[CH3:14].[CH3:15][C:16]1([CH3:32])[C:20]([CH3:22])([CH3:21])[O:19][B:18]([B:18]2[O:19][C:20]([CH3:22])([CH3:21])[C:16]([CH3:32])([CH3:15])[O:17]2)[O:17]1.